From a dataset of Reaction yield outcomes from USPTO patents with 853,638 reactions. Predict the reaction yield, written as a fraction of the theoretical maximum amount of product (1.0 means a 100% yield; for example, 0.34 means a 34% yield). (1) The reactants are [CH2:1]([O:4][C@H:5]1[C@H:10]([O:11][CH2:12][CH:13]=[CH2:14])[C@@H:9]([O:15][CH2:16][CH:17]=[CH2:18])[C@H:8]([C:19]2[CH:24]=[CH:23][C:22]([Cl:25])=[C:21]([CH2:26][C:27]3[CH:32]=[CH:31][C:30]([O:33][CH2:34][CH3:35])=[CH:29][CH:28]=3)[CH:20]=2)[NH:7][C@@H:6]1[CH2:36][O:37][CH2:38][CH:39]=[CH2:40])[CH:2]=[CH2:3]. The catalyst is C1COCC1. The product is [Cl:25][C:22]1[CH:23]=[CH:24][C:19]([C@H:8]2[C@H:9]([O:15]/[CH:16]=[CH:17]/[CH3:18])[C@@H:10]([O:11]/[CH:12]=[CH:13]/[CH3:14])[C@H:5]([O:4]/[CH:1]=[CH:2]/[CH3:3])[C@@H:6]([CH2:36][O:37]/[CH:38]=[CH:39]/[CH3:40])[NH:7]2)=[CH:20][C:21]=1[CH2:26][C:27]1[CH:28]=[CH:29][C:30]([O:33][CH2:34][CH3:35])=[CH:31][CH:32]=1. The yield is 0.800. (2) The yield is 0.950. The catalyst is Cl[Pd](Cl)([P](C1C=CC=CC=1)(C1C=CC=CC=1)C1C=CC=CC=1)[P](C1C=CC=CC=1)(C1C=CC=CC=1)C1C=CC=CC=1.CCOC(C)=O.C(O)C.O. The reactants are [F:1][C:2]([F:13])([F:12])[C:3]1[N:8]=[CH:7][C:6](B(O)O)=[CH:5][CH:4]=1.Br[C:15]1[C:20]([F:21])=[CH:19][CH:18]=[C:17]([CH3:22])[N:16]=1.C([O-])([O-])=O.[K+].[K+].COCCOC. The product is [F:21][C:20]1[C:15]([C:6]2[CH:7]=[N:8][C:3]([C:2]([F:13])([F:12])[F:1])=[CH:4][CH:5]=2)=[N:16][C:17]([CH3:22])=[CH:18][CH:19]=1. (3) The product is [Cl:33][C:8]1[C:7]2[C:12](=[CH:13][CH:14]=[C:5]([O:4][CH2:1][CH2:2][CH3:3])[CH:6]=2)[N:11]=[C:10]([C:15]2[CH:16]=[N:17][CH:18]=[CH:19][CH:20]=2)[N:9]=1. The yield is 0.547. No catalyst specified. The reactants are [CH2:1]([O:4][C:5]1[CH:6]=[C:7]2[C:12](=[CH:13][CH:14]=1)[NH:11][C:10]([C:15]1[CH:16]=[N:17][CH:18]=[CH:19][CH:20]=1)=[N:9][C:8]2=O)[CH2:2][CH3:3].CN(C)C1C=CC=CC=1.O=P(Cl)(Cl)[Cl:33]. (4) The reactants are [NH2:1][C:2]1[C:3]([CH3:13])=[C:4]([CH:9]=[C:10]([Br:12])[CH:11]=1)[C:5]([O:7][CH3:8])=[O:6].O=[C:15]1[CH2:20][CH2:19][N:18]([C:21]([O:23][C:24]([CH3:27])([CH3:26])[CH3:25])=[O:22])[CH2:17][CH2:16]1.C(O)(=O)C.C(O[BH-](OC(=O)C)OC(=O)C)(=O)C.[Na+]. The catalyst is ClC(Cl)C. The product is [Br:12][C:10]1[CH:9]=[C:4]([C:5]([O:7][CH3:8])=[O:6])[C:3]([CH3:13])=[C:2]([NH:1][CH:15]2[CH2:20][CH2:19][N:18]([C:21]([O:23][C:24]([CH3:27])([CH3:26])[CH3:25])=[O:22])[CH2:17][CH2:16]2)[CH:11]=1. The yield is 0.662. (5) The reactants are [CH2:1]([NH:8][C:9]([N:11](C(OC(C)(C)C)=O)[NH:12][CH3:13])=[O:10])[C:2]1[CH:7]=[CH:6][CH:5]=[CH:4][CH:3]=1.O1CCOCC1. The catalyst is Cl. The product is [CH3:13][NH:12][NH:11][C:9](=[O:10])[NH:8][CH2:1][C:2]1[CH:7]=[CH:6][CH:5]=[CH:4][CH:3]=1. The yield is 0.910.